From a dataset of Reaction yield outcomes from USPTO patents with 853,638 reactions. Predict the reaction yield, written as a fraction of the theoretical maximum amount of product (1.0 means a 100% yield; for example, 0.34 means a 34% yield). The reactants are [CH3:1][C:2]1[N:3]=[C:4]([C:12]2[CH:17]=[CH:16][C:15]([CH3:18])=[CH:14][CH:13]=2)[S:5][C:6]=1[C:7]([O:9]CC)=[O:8].[OH-].[Na+]. The catalyst is O.C(O)C. The product is [CH3:1][C:2]1[N:3]=[C:4]([C:12]2[CH:17]=[CH:16][C:15]([CH3:18])=[CH:14][CH:13]=2)[S:5][C:6]=1[C:7]([OH:9])=[O:8]. The yield is 0.880.